Dataset: Full USPTO retrosynthesis dataset with 1.9M reactions from patents (1976-2016). Task: Predict the reactants needed to synthesize the given product. (1) Given the product [NH2:23][CH:14]([C:12]1[O:13][C:9]([C:7]2[CH:8]=[C:3]([N:4]([CH3:5])[CH2:3][CH:8]3[CH2:7][CH:40]3[CH3:42])[N:4]=[C:5]([N:31]([CH3:36])[S:32]([CH3:35])(=[O:33])=[O:34])[CH:6]=2)=[N:10][N:11]=1)[CH3:22], predict the reactants needed to synthesize it. The reactants are: Cl.Cl[C:3]1[CH:8]=[C:7]([C:9]2[O:13][C:12]([C@@:14]([NH:23]C(=O)OC(C)(C)C)([CH3:22])CC3C=CC=CC=3)=[N:11][N:10]=2)[CH:6]=[C:5]([N:31]([CH3:36])[S:32]([CH3:35])(=[O:34])=[O:33])[N:4]=1.CCO[C:40]([CH3:42])=O. (2) Given the product [CH3:33][C@@H:34]([O:38][C:6]1[N:14]=[C:13]2[C:9]([N:10]=[C:11]([O:23][CH3:24])[N:12]2[CH2:15][CH2:16][CH2:17][CH:18]2[CH2:22][CH2:21][O:20][CH2:19]2)=[C:8]([NH2:25])[N:7]=1)[CH2:35][CH2:36][CH3:37], predict the reactants needed to synthesize it. The reactants are: C(N[C:6]1[N:14]=[C:13]2[C:9]([N:10]=[C:11]([O:23][CH3:24])[N:12]2[CH2:15][CH2:16][CH2:17][CH:18]2[CH2:22][CH2:21][O:20][CH2:19]2)=[C:8]([NH2:25])[N:7]=1)CCC.FC(F)(F)C(O)=O.[CH3:33][C@@H:34]([O:38]C1NC(N)=C2C(N=1)=NC(OC)=N2)[CH2:35][CH2:36][CH3:37].BrCCCC1CCOC1. (3) The reactants are: [F:1][C:2]1[CH:3]=[N:4][C:5]([CH2:11][C:12]2[CH:17]=[CH:16][C:15]([F:18])=[CH:14][CH:13]=2)=[C:6]([CH:10]=1)[C:7]([OH:9])=O.Cl.[NH2:20][C@H:21]([C:23]1[CH:32]=[CH:31][C:26]([C:27]([O:29][CH3:30])=[O:28])=[CH:25][CH:24]=1)[CH3:22]. Given the product [F:1][C:2]1[CH:10]=[C:6]([C:7]([NH:20][C@H:21]([C:23]2[CH:32]=[CH:31][C:26]([C:27]([O:29][CH3:30])=[O:28])=[CH:25][CH:24]=2)[CH3:22])=[O:9])[C:5]([CH2:11][C:12]2[CH:17]=[CH:16][C:15]([F:18])=[CH:14][CH:13]=2)=[N:4][CH:3]=1, predict the reactants needed to synthesize it. (4) Given the product [CH:17]1([C:10]2[CH:5]=[C:4]([NH:1][C:8]3[CH:7]=[CH:6][C:5]4[C:4]([NH2:1])=[CH:13][CH:12]=[CH:11][C:10]=4[N:9]=3)[CH:13]=[CH:12][CH:11]=2)[CH2:16][CH2:15]1, predict the reactants needed to synthesize it. The reactants are: [N+:1]([C:4]1[CH:13]=[CH:12][CH:11]=[C:10]2[C:5]=1[CH:6]=[CH:7][C:8](Cl)=[N:9]2)([O-])=O.[CH2:15]1[CH:17](N)[CH2:16]1. (5) Given the product [CH3:1][O:2][C:3]1[CH:4]=[C:5]([CH:6]=[C:7]([O:11][CH3:12])[C:8]=1[O:9][CH3:10])[CH2:13][CH2:14][C:15]1[CH:16]=[C:17]2[C:21](=[CH:22][CH:23]=1)[NH:20][CH:19]=[CH:18]2, predict the reactants needed to synthesize it. The reactants are: [CH3:1][O:2][C:3]1[CH:4]=[C:5]([C:13]#[C:14][C:15]2[CH:16]=[C:17]3[C:21](=[CH:22][CH:23]=2)[NH:20][CH:19]=[CH:18]3)[CH:6]=[C:7]([O:11][CH3:12])[C:8]=1[O:9][CH3:10].C(C1C=C2C(=CC=1)NC=C2)#CCCCCCC.